From a dataset of Catalyst prediction with 721,799 reactions and 888 catalyst types from USPTO. Predict which catalyst facilitates the given reaction. (1) Reactant: N#N.Br[C:4]1[CH:9]=[CH:8][C:7]([CH3:10])=[CH:6][C:5]=1[F:11].C([Li])CCC.C([O:19][B:20](OCC)[O:21]CC)C. Product: [F:11][C:5]1[CH:6]=[C:7]([CH3:10])[CH:8]=[CH:9][C:4]=1[B:20]([OH:21])[OH:19]. The catalyst class is: 392. (2) Reactant: [NH2:1][C:2]1[N:7]=[C:6]([NH:8][CH2:9][CH2:10][CH2:11][N:12]2[CH2:16][CH2:15][CH2:14][C:13]2=[O:17])[CH:5]=[C:4](Cl)[N:3]=1.[F:19][C:20]1[CH:25]=[CH:24][C:23](B(O)O)=[C:22]([CH3:29])[C:21]=1[CH3:30].C(=O)([O-])[O-].[K+].[K+]. Product: [NH2:1][C:2]1[N:7]=[C:6]([NH:8][CH2:9][CH2:10][CH2:11][N:12]2[CH2:16][CH2:15][CH2:14][C:13]2=[O:17])[CH:5]=[C:4]([C:23]2[CH:24]=[CH:25][C:20]([F:19])=[C:21]([CH3:30])[C:22]=2[CH3:29])[N:3]=1. The catalyst class is: 38. (3) Reactant: [CH:1](=[N:6]/[N:7]1[CH:11]=[CH:10][CH:9]=[CH:8]1)\[CH2:2][CH2:3][CH2:4][CH3:5].[H-].[H-].[H-].[H-].[Li+].[Al+3]. Product: [CH2:1]([NH:6][N:7]1[CH:8]=[CH:9][CH:10]=[CH:11]1)[CH2:2][CH2:3][CH2:4][CH3:5]. The catalyst class is: 1. (4) The catalyst class is: 2. Product: [CH3:31][C:29]1[CH:30]=[C:24]2[N:23]=[CH:22][C:21]3[CH:20]=[C:19]([C:32]4[CH:33]=[CH:34][CH:35]=[CH:36][CH:37]=4)[C:18]([C:15]4[CH:14]=[CH:13][C:12]([C:8]5([NH2:7])[CH2:11][CH2:10][CH2:9]5)=[CH:17][CH:16]=4)=[N:27][C:26]=3[N:25]2[N:28]=1. Reactant: C(OC(=O)[NH:7][C:8]1([C:12]2[CH:17]=[CH:16][C:15]([C:18]3[N:27]=[C:26]4[C:21]([CH:22]=[N:23][C:24]5[N:25]4[N:28]=[C:29]([CH3:31])[CH:30]=5)=[CH:20][C:19]=3[C:32]3[CH:37]=[CH:36][CH:35]=[CH:34][CH:33]=3)=[CH:14][CH:13]=2)[CH2:11][CH2:10][CH2:9]1)(C)(C)C.FC(F)(F)C(O)=O. (5) Reactant: [CH3:1][C:2]1[CH:11]=[CH:10][C:5]([C:6](OC)=[O:7])=[CH:4][N:3]=1.[H-].C([Al+]CC(C)C)C(C)C.C(Cl)Cl.[C@H](O)(C([O-])=O)[C@@H](O)C([O-])=O.[Na+].[K+]. Product: [CH3:1][C:2]1[N:3]=[CH:4][C:5]([CH2:6][OH:7])=[CH:10][CH:11]=1. The catalyst class is: 1. (6) Reactant: FC1C([O:8][C:9]([C:11]2[N:12]([CH3:32])[C:13]3[C:21]([CH:22]=2)=[C:20]2[C:16]([C:17](=[O:24])[NH:18][C:19]2=[O:23])=[C:15]([C:25]2[CH:30]=[CH:29][CH:28]=[CH:27][C:26]=2[Cl:31])[CH:14]=3)=O)=C(F)C(F)=C(F)C=1F.C(N(CC)CC)C.[CH3:44][N:45]1[CH2:49][CH2:48][CH2:47][CH:46]1[CH2:50][CH2:51][NH2:52].O. Product: [CH3:44][N:45]1[CH2:49][CH2:48][CH2:47][CH:46]1[CH2:50][CH2:51][NH:52][C:9]([C:11]1[N:12]([CH3:32])[C:13]2[C:21]([CH:22]=1)=[C:20]1[C:16]([C:17](=[O:24])[NH:18][C:19]1=[O:23])=[C:15]([C:25]1[CH:30]=[CH:29][CH:28]=[CH:27][C:26]=1[Cl:31])[CH:14]=2)=[O:8]. The catalyst class is: 9. (7) Reactant: Br[C:2]1[C:3](=[O:21])[N:4]([CH2:12][C:13]2[CH:18]=[CH:17][C:16]([O:19][CH3:20])=[CH:15][CH:14]=2)[CH:5]=[N:6][C:7]=1[C:8]([F:11])([F:10])[CH3:9].C(=O)([O-])[O-].[K+].[K+].[Cl:28][C:29]1[CH:30]=[C:31]([CH:34]=[C:35]([OH:37])[CH:36]=1)[C:32]#[N:33]. Product: [Cl:28][C:29]1[CH:30]=[C:31]([CH:34]=[C:35]([O:37][C:2]2[C:3](=[O:21])[N:4]([CH2:12][C:13]3[CH:18]=[CH:17][C:16]([O:19][CH3:20])=[CH:15][CH:14]=3)[CH:5]=[N:6][C:7]=2[C:8]([F:11])([F:10])[CH3:9])[CH:36]=1)[C:32]#[N:33]. The catalyst class is: 179. (8) Reactant: [CH3:1][Si:2]([CH3:5])([CH3:4])Cl.[Cl:6][C:7]1[CH:12]=[CH:11][C:10]([OH:13])=[CH:9][CH:8]=1.C(N(CC)CC)C. Product: [Cl:6][C:7]1[CH:12]=[CH:11][C:10]([O:13][Si:2]([CH3:5])([CH3:4])[CH3:1])=[CH:9][CH:8]=1. The catalyst class is: 4. (9) Reactant: [F:1][C:2]1[C:3]([N+:17]([O-])=O)=[C:4]([CH:7]=[C:8]([O:15][CH3:16])[C:9]=1[O:10][CH2:11][CH2:12][O:13][CH3:14])[C:5]#[N:6].S(S([O-])=O)([O-])=O.[Na+].[Na+].CCOC(C)=O. Product: [NH2:17][C:3]1[C:2]([F:1])=[C:9]([O:10][CH2:11][CH2:12][O:13][CH3:14])[C:8]([O:15][CH3:16])=[CH:7][C:4]=1[C:5]#[N:6]. The catalyst class is: 6. (10) Reactant: [CH3:1][N:2]1[C:10]([CH:11]=O)=[N:9][C:8]2[C:3]1=[N:4][C:5]([N:19]1[C:23]3[CH:24]=[CH:25][CH:26]=[CH:27][C:22]=3[N:21]=[C:20]1[CH3:28])=[N:6][C:7]=2[N:13]1[CH2:18][CH2:17][O:16][CH2:15][CH2:14]1.[NH:29]1[CH2:32][CH:31]([N:33]2[CH2:38][CH2:37][O:36][CH2:35][CH2:34]2)[CH2:30]1.C(O[BH-](OC(=O)C)OC(=O)C)(=O)C.[Na+]. Product: [CH3:1][N:2]1[C:10]([CH2:11][N:29]2[CH2:32][CH:31]([N:33]3[CH2:38][CH2:37][O:36][CH2:35][CH2:34]3)[CH2:30]2)=[N:9][C:8]2[C:3]1=[N:4][C:5]([N:19]1[C:23]3[CH:24]=[CH:25][CH:26]=[CH:27][C:22]=3[N:21]=[C:20]1[CH3:28])=[N:6][C:7]=2[N:13]1[CH2:14][CH2:15][O:16][CH2:17][CH2:18]1. The catalyst class is: 26.